From a dataset of NCI-60 drug combinations with 297,098 pairs across 59 cell lines. Regression. Given two drug SMILES strings and cell line genomic features, predict the synergy score measuring deviation from expected non-interaction effect. (1) Drug 1: CCCCCOC(=O)NC1=NC(=O)N(C=C1F)C2C(C(C(O2)C)O)O. Drug 2: CS(=O)(=O)OCCCCOS(=O)(=O)C. Cell line: SNB-19. Synergy scores: CSS=3.97, Synergy_ZIP=5.71, Synergy_Bliss=1.99, Synergy_Loewe=2.67, Synergy_HSA=0.108. (2) Drug 1: CS(=O)(=O)OCCCCOS(=O)(=O)C. Drug 2: B(C(CC(C)C)NC(=O)C(CC1=CC=CC=C1)NC(=O)C2=NC=CN=C2)(O)O. Cell line: OVCAR-8. Synergy scores: CSS=32.7, Synergy_ZIP=-0.665, Synergy_Bliss=1.39, Synergy_Loewe=-20.6, Synergy_HSA=0.614. (3) Synergy scores: CSS=19.1, Synergy_ZIP=-3.92, Synergy_Bliss=4.31, Synergy_Loewe=-1.12, Synergy_HSA=-1.44. Cell line: CCRF-CEM. Drug 1: C1CCN(CC1)CCOC2=CC=C(C=C2)C(=O)C3=C(SC4=C3C=CC(=C4)O)C5=CC=C(C=C5)O. Drug 2: C(=O)(N)NO. (4) Drug 1: C1=NNC2=C1C(=O)NC=N2. Drug 2: N.N.Cl[Pt+2]Cl. Cell line: HS 578T. Synergy scores: CSS=18.2, Synergy_ZIP=-5.63, Synergy_Bliss=-1.50, Synergy_Loewe=-5.13, Synergy_HSA=-1.01. (5) Drug 1: COC1=NC(=NC2=C1N=CN2C3C(C(C(O3)CO)O)O)N. Drug 2: CC1CCCC2(C(O2)CC(NC(=O)CC(C(C(=O)C(C1O)C)(C)C)O)C(=CC3=CSC(=N3)C)C)C. Cell line: OVCAR-8. Synergy scores: CSS=41.7, Synergy_ZIP=1.11, Synergy_Bliss=-0.871, Synergy_Loewe=-26.5, Synergy_HSA=-0.428.